Predict which catalyst facilitates the given reaction. From a dataset of Catalyst prediction with 721,799 reactions and 888 catalyst types from USPTO. (1) Reactant: [C:1]([C:3]1[CH:19]=[CH:18][C:6]([C:7]([NH:9][C:10]2[CH:15]=[CH:14][N:13]=[C:12]([O:16]C)[CH:11]=2)=[O:8])=[C:5]([F:20])[CH:4]=1)#[N:2].[Si](I)(C)(C)C. Product: [C:1]([C:3]1[CH:19]=[CH:18][C:6]([C:7]([NH:9][C:10]2[CH:15]=[CH:14][NH:13][C:12](=[O:16])[CH:11]=2)=[O:8])=[C:5]([F:20])[CH:4]=1)#[N:2]. The catalyst class is: 10. (2) Reactant: ClC1C=CC(C=[N:9][C:10]([C:18]2[CH:23]=[CH:22][C:21]([O:24][CH3:25])=[CH:20][CH:19]=2)([CH2:15][C:16]#[CH:17])[C:11]([O:13][CH3:14])=[O:12])=CC=1.Cl. Product: [NH2:9][C:10]([C:18]1[CH:19]=[CH:20][C:21]([O:24][CH3:25])=[CH:22][CH:23]=1)([CH2:15][C:16]#[CH:17])[C:11]([O:13][CH3:14])=[O:12]. The catalyst class is: 280.